This data is from Full USPTO retrosynthesis dataset with 1.9M reactions from patents (1976-2016). The task is: Predict the reactants needed to synthesize the given product. Given the product [N:42]1([CH2:48][CH2:49][O:50][C:51](=[O:72])[C@@:52]([CH2:70][OH:71])([CH3:69])[CH2:53][C@H:54]([NH:68][C:6]([C:4]2[NH:3][N:2]=[N:1][CH:5]=2)=[O:8])[CH2:55][C:56]2[CH:57]=[CH:58][C:59]([C:62]3[CH:67]=[CH:66][CH:65]=[CH:64][CH:63]=3)=[CH:60][CH:61]=2)[CH2:43][CH2:44][CH2:45][CH2:46][CH2:47]1, predict the reactants needed to synthesize it. The reactants are: [NH:1]1[CH:5]=[C:4]([C:6]([OH:8])=O)[N:3]=[N:2]1.CCN(C(C)C)C(C)C.CN(C(ON1N=NC2C=CC=NC1=2)=[N+](C)C)C.F[P-](F)(F)(F)(F)F.[N:42]1([CH2:48][CH2:49][O:50][C:51](=[O:72])[C@@:52]([CH2:70][OH:71])([CH3:69])[CH2:53][C@H:54]([NH2:68])[CH2:55][C:56]2[CH:61]=[CH:60][C:59]([C:62]3[CH:67]=[CH:66][CH:65]=[CH:64][CH:63]=3)=[CH:58][CH:57]=2)[CH2:47][CH2:46][CH2:45][CH2:44][CH2:43]1.